From a dataset of Reaction yield outcomes from USPTO patents with 853,638 reactions. Predict the reaction yield, written as a fraction of the theoretical maximum amount of product (1.0 means a 100% yield; for example, 0.34 means a 34% yield). (1) The reactants are CON(C)[C:4]([C:6]1[C:11](=[O:12])[C:10]([O:13][CH3:14])=[CH:9][N:8]([C:15]2[CH:20]=[CH:19][N:18]=[CH:17][CH:16]=2)[N:7]=1)=[O:5].[CH3:22][Mg+].[Br-]. The catalyst is C1COCC1. The product is [C:4]([C:6]1[C:11](=[O:12])[C:10]([O:13][CH3:14])=[CH:9][N:8]([C:15]2[CH:16]=[CH:17][N:18]=[CH:19][CH:20]=2)[N:7]=1)(=[O:5])[CH3:22]. The yield is 0.260. (2) The product is [CH2:24]([O:26][C:27]([C:29]1[N:30]=[C:31]([S:34][CH2:16][C:14]2[N:15]=[C:11]([NH:10][C:8]([N:7]([CH:18]3[CH2:23][CH2:22][CH2:21][CH2:20][CH2:19]3)[CH:1]3[CH2:6][CH2:5][CH2:4][CH2:3][CH2:2]3)=[O:9])[S:12][CH:13]=2)[NH:32][CH:33]=1)=[O:28])[CH3:25]. The yield is 0.200. The reactants are [CH:1]1([N:7]([CH:18]2[CH2:23][CH2:22][CH2:21][CH2:20][CH2:19]2)[C:8]([NH:10][C:11]2[S:12][CH:13]=[C:14]([CH2:16]Br)[N:15]=2)=[O:9])[CH2:6][CH2:5][CH2:4][CH2:3][CH2:2]1.[CH2:24]([O:26][C:27]([C:29]1[N:30]=[C:31]([SH:34])[NH:32][CH:33]=1)=[O:28])[CH3:25]. No catalyst specified. (3) The reactants are [CH3:1][C:2]1[NH:7][C:6](=[O:8])[C:5]([C:9]#[N:10])=[CH:4][CH:3]=1.[Br:11]N1C(=O)CCC1=O. The catalyst is ClCCCl. The product is [Br:11][C:3]1[CH:4]=[C:5]([C:9]#[N:10])[C:6](=[O:8])[NH:7][C:2]=1[CH3:1]. The yield is 0.880. (4) The reactants are [CH2:1]([N:8]1[C:17]2[CH:18]=[C:19]([O:22][CH2:23][C@@H:24]([NH:29]C(=O)OC(C)(C)C)[CH2:25][CH:26]([CH3:28])[CH3:27])[CH:20]=[CH:21][C:16]=2[C:15]2[C:10](=[CH:11][N:12]=[CH:13][CH:14]=2)[C:9]1=[O:37])[C:2]1[CH:7]=[CH:6][CH:5]=[CH:4][CH:3]=1.Cl.C(OCC)C. The catalyst is ClCCl. The product is [NH2:29][C@@H:24]([CH2:25][CH:26]([CH3:28])[CH3:27])[CH2:23][O:22][C:19]1[CH:20]=[CH:21][C:16]2[C:15]3[C:10](=[CH:11][N:12]=[CH:13][CH:14]=3)[C:9](=[O:37])[N:8]([CH2:1][C:2]3[CH:7]=[CH:6][CH:5]=[CH:4][CH:3]=3)[C:17]=2[CH:18]=1. The yield is 0.350. (5) The reactants are [I:1]Cl.[C:3]1([CH:10]=[CH:9][CH:8]=[C:6]([OH:7])[CH:5]=1)[OH:4].O.S([O-])([O-])=O.[Na+].[Na+]. The catalyst is C(OCC)C. The product is [I:1][C:8]1[CH:9]=[CH:10][C:3]([OH:4])=[CH:5][C:6]=1[OH:7]. The yield is 0.500. (6) The reactants are [Br:1][C:2]1[CH:3]=[CH:4][C:5]([OH:24])=[C:6]([C:8]2[CH2:12][CH2:11][CH2:10][C:9]=2[C:13]2[CH:14]=[C:15]([C:19]([O:21]CC)=[O:20])[N:16]=[N:17][CH:18]=2)[CH:7]=1.[F:25][C:26]1[CH:33]=[C:32]([F:34])[CH:31]=[CH:30][C:27]=1[CH2:28]Br.C(=O)([O-])[O-].[K+].[K+]. The catalyst is CN(C)C=O. The product is [Br:1][C:2]1[CH:3]=[CH:4][C:5]([O:24][CH2:28][C:27]2[CH:30]=[CH:31][C:32]([F:34])=[CH:33][C:26]=2[F:25])=[C:6]([C:8]2[CH2:12][CH2:11][CH2:10][C:9]=2[C:13]2[CH:14]=[C:15]([C:19]([OH:21])=[O:20])[N:16]=[N:17][CH:18]=2)[CH:7]=1. The yield is 0.750. (7) The reactants are Cl[C:2]1[N:7]=[C:6]([NH:8][C@H:9]([C:11]2[CH:16]=[CH:15][CH:14]=[CH:13][CH:12]=2)[CH3:10])[CH:5]=[N:4][CH:3]=1.[CH3:17][C:18]1[NH:19][C:20]2[CH:26]=[CH:25][CH:24]=[CH:23][C:21]=2[N:22]=1. No catalyst specified. The product is [CH3:17][C:18]1[N:22]([C:2]2[N:7]=[C:6]([NH:8][C@H:9]([C:11]3[CH:16]=[CH:15][CH:14]=[CH:13][CH:12]=3)[CH3:10])[CH:5]=[N:4][CH:3]=2)[C:21]2[CH:23]=[CH:24][CH:25]=[CH:26][C:20]=2[N:19]=1. The yield is 0.110. (8) The reactants are [Cl:1][C:2]1[N:7]=[C:6](Cl)[C:5]([F:9])=[CH:4][N:3]=1.N#N.[CH2:12]1[CH2:22][O:21][C:20]2[CH:19]=[CH:18][C:16]([NH2:17])=[CH:15][C:14]=2[O:13]1.Cl. The catalyst is O.CO. The product is [Cl:1][C:2]1[N:7]=[C:6]([NH:17][C:16]2[CH:18]=[CH:19][C:20]3[O:21][CH2:22][CH2:12][O:13][C:14]=3[CH:15]=2)[C:5]([F:9])=[CH:4][N:3]=1. The yield is 0.780.